From a dataset of Experimentally validated miRNA-target interactions with 360,000+ pairs, plus equal number of negative samples. Binary Classification. Given a miRNA mature sequence and a target amino acid sequence, predict their likelihood of interaction. (1) The miRNA is mmu-miR-3473c with sequence UCUCUCCAGCCCCCAUAAUAAG. The protein sequence of the target gene is MFLYNLTLQRATGISFAIHGNFSGTKQQEIVVSRGKILELLRPDPNTGKVHTLLTVEVFGVIRSLMAFRLTGGTKDYIVVGSDSGRIVILEYQPSKNMFEKIHQETFGKSGCRRIVPGQFLAVDPKGRAVMISAIEKQKLVYILNRDAAARLTISSPLEAHKANTLVYHVVGVDVGFENPMFACLEMDYEEADNDPTGEAAANTQQTLTFYELDLGLNHVVRKYSEPLEEHGNFLITVPGGSDGPSGVLICSENYITYKNFGDQPDIRCPIPRRRNDLDDPERGMIFVCSATHKTKSMFF.... Result: 0 (no interaction). (2) The miRNA is hsa-miR-873-3p with sequence GGAGACUGAUGAGUUCCCGGGA. The protein sequence of the target gene is MSGRGKQGGKARAKAKTRSSRAGLQFPVGRVHRLLRKGNYAERVGAGAPVYLAAVLEYLTAEILELAGNAARDNKKTRIIPRHLQLAIRNDEELNKLLGKVTIAQGGVLPNIQAVLLPKKTESHHKAK. Result: 1 (interaction). (3) The miRNA is hsa-miR-6070 with sequence CCGGUUCCAGUCCCUGGAG. The protein sequence of the target gene is MIARRNPEPLRFLPDEARSLPPPKLTDPRLLYIGFLGYCSGLIDNLIRRRPIATAGLHRQLLYITAFFFAGYYLVKREDYLYAVRDREMFGYMKLHPEDFPEEDKKTYGEIFEKFHPIR. Result: 0 (no interaction). (4) The miRNA is hsa-miR-6817-5p with sequence UCUGCCAUAGGAAGCUUGGAGUGG. The protein sequence of the target gene is MTEITAEGNASTTTTVIDSKNGSVPKSPGKVLKRTVTEDIVTTFSSPAAWLLVIALIITWSAVAIVMFDLVDYKNFSASSIAKIGSDPLKLVRDAMEETTDWIYGFFSLLSDIISSEDEEDDDGDEDTDKGEIDEPPLRKKEIHKDKTEKQEKPERKIQTKVTHKEKEKGKEKVREKEKPEKKATHKEKIEKKEKPETKTLAKEQKKAKTAEKSEEKTKKEVKGGKQEKVKQTAAKVKEVQKTPSKPKEKEDKEKAAVSKHEQKDQYAFCRYMIDIFVHGDLKPGQSPAIPPPLPTEQAS.... Result: 0 (no interaction). (5) The miRNA is rno-miR-193a-3p with sequence AACUGGCCUACAAAGUCCCAGU. The protein sequence of the target gene is MAKVSVLNVAVLENPSPFHSPFRFEISFECSEALSDDLEWKIIYVGSAESEEFDQILDSVLVGPVPAGRHMFVFQADAPNPSLIPETDAVGVTVVLITCTYHGQEFIRVGYYVNNEYPDPELRENPPPKPDFSQLQRNILASNPRVTRFHINWDNNPDSLEAIENQDPNVDFSLSLSCTPVKSLGLPSCIPGLLPENSMDCI. Result: 0 (no interaction). (6) The miRNA is hsa-miR-129-5p with sequence CUUUUUGCGGUCUGGGCUUGC. The protein sequence of the target gene is MRSSKSKEVPLPNPRNSQSKETIQDVTTSWDALSQTKAALRHIENKLEVTPTSTAVIDSVMDTKKSASATRKISRKDGRCLDDSWASAPTSKFSKPRKEKSRSPLRATTLESNVKKNNRVEFREPLVSYRETHGTPFSLSPSHLESKHVYCIHEEKPESGKQMVVSREDRNIQCCDFESAQPSVISDTVVRFLNDGPAIDALHSSECLMKMGVHVRTEDEMPNRTKGSENNSKPSLNNMEHDVDPKVMLLSDSSPSSSACNSQRSDISKRQQHDIKLEKLKERIRKQWEHSEEINGQAQT.... Result: 0 (no interaction).